Dataset: Catalyst prediction with 721,799 reactions and 888 catalyst types from USPTO. Task: Predict which catalyst facilitates the given reaction. (1) Reactant: [CH3:1][O:2][C:3]1[CH:11]=[C:10]2[C:6]([C:7]3[CH:30]=[CH:29][N:28]=[C:27]([CH3:31])[C:8]=3[N:9]2[CH2:12][CH2:13][N:14]2[CH2:19][CH2:18][N:17](C(OC(C)(C)C)=O)[CH2:16][CH2:15]2)=[CH:5][CH:4]=1. Product: [CH3:1][O:2][C:3]1[CH:11]=[C:10]2[C:6]([C:7]3[CH:30]=[CH:29][N:28]=[C:27]([CH3:31])[C:8]=3[N:9]2[CH2:12][CH2:13][N:14]2[CH2:15][CH2:16][NH:17][CH2:18][CH2:19]2)=[CH:5][CH:4]=1. The catalyst class is: 55. (2) Reactant: [NH2:1][C:2]1[N:6]([CH3:7])[NH:5][C:4](=[O:8])[CH:3]=1.[Br:9][C:10]1[CH:11]=[C:12]([CH:15]=[CH:16][C:17]=1[F:18])[CH:13]=O.[CH3:19][C:20]1([CH3:28])[CH2:25][CH2:24][C:23](=O)[CH2:22][C:21]1=[O:27]. Product: [Br:9][C:10]1[CH:11]=[C:12]([CH:13]2[C:22]3[C:21](=[O:27])[C:20]([CH3:28])([CH3:19])[CH2:25][CH2:24][C:23]=3[NH:1][C:2]3[N:6]([CH3:7])[NH:5][C:4](=[O:8])[C:3]2=3)[CH:15]=[CH:16][C:17]=1[F:18]. The catalyst class is: 8. (3) Reactant: [N:1]1[CH:2]=[C:3]([C:18]([CH3:24])([CH3:23])[C:19]([O:21]C)=[O:20])[N:4]2[C:17]=1[C:16]1[CH:15]=[CH:14][CH:13]=[CH:12][C:11]=1[C:10]1[CH:9]=[CH:8][CH:7]=[CH:6][C:5]2=1.[OH-].[Na+]. Product: [N:1]1[CH:2]=[C:3]([C:18]([CH3:24])([CH3:23])[C:19]([OH:21])=[O:20])[N:4]2[C:17]=1[C:16]1[CH:15]=[CH:14][CH:13]=[CH:12][C:11]=1[C:10]1[CH:9]=[CH:8][CH:7]=[CH:6][C:5]2=1. The catalyst class is: 24. (4) Reactant: B.O1CCCC1.[CH3:7][C:8]([C:10]1[CH:15]=[CH:14][CH:13]=[C:12]([Cl:16])[CH:11]=1)=[O:9]. Product: [Cl:16][C:12]1[CH:11]=[C:10]([C@H:8]([OH:9])[CH3:7])[CH:15]=[CH:14][CH:13]=1. The catalyst class is: 359. (5) Reactant: [CH3:1][C:2]1[CH:11]=[CH:10][C:9]2[C:4](=[CH:5][CH:6]=[CH:7][CH:8]=2)[C:3]=1[O:12][C@H:13]1[C@H:19]([OH:20])[C@@H:18]([CH2:21][OH:22])[O:17][CH:15]([OH:16])[C@@H:14]1[OH:23].[C:24]([O-:27])(=O)[CH3:25].[Na+].C(O[C:33](=[O:35])[CH3:34])(=O)C. Product: [C:3]([O:16][CH:15]1[O:17][C@H:18]([CH2:21][O:22][C:24](=[O:27])[CH3:25])[C@@H:19]([O:20][C:33](=[O:35])[CH3:34])[C@H:13]([O:12][C:3]2[C:4]3[C:9](=[CH:8][CH:7]=[CH:6][CH:5]=3)[CH:10]=[CH:11][C:2]=2[CH3:1])[C@H:14]1[O:23][C:15](=[O:16])[CH3:14])(=[O:12])[CH3:2]. The catalyst class is: 6. (6) Reactant: [CH3:1][N:2]([CH3:7])[CH2:3][C:4](O)=[O:5].C(N(C(C)C)C(C)C)C.CN(C(ON1N=NC2C=CC=CC1=2)=[N+](C)C)C.[B-](F)(F)(F)F.[C@H:39]1([NH:48][C:49]2[CH:58]=[CH:57][C:56]3[C:55]([NH2:59])=[CH:54][CH:53]=[CH:52][C:51]=3[N:50]=2)[C:47]2[C:42](=[CH:43][CH:44]=[CH:45][CH:46]=2)[CH2:41][CH2:40]1.C([O-])(O)=O.[Na+]. Product: [CH3:1][N:2]([CH3:7])[CH2:3][C:4]([NH:59][C:55]1[CH:54]=[CH:53][CH:52]=[C:51]2[C:56]=1[CH:57]=[CH:58][C:49]([NH:48][C@H:39]1[C:47]3[C:42](=[CH:43][CH:44]=[CH:45][CH:46]=3)[CH2:41][CH2:40]1)=[N:50]2)=[O:5]. The catalyst class is: 139. (7) Reactant: C1(N=C=NC2CCCCC2)CCCCC1.[C:16]([O:20][CH2:21][CH2:22][CH2:23][CH2:24][CH2:25][CH2:26][O:27][C:28]1[CH:33]=[CH:32][C:31]([CH2:34][CH2:35][C:36]2[CH:41]=[CH:40][C:39]([OH:42])=[CH:38][CH:37]=2)=[CH:30][CH:29]=1)(=[O:19])[CH:17]=[CH2:18].[C:43]([O:47][CH2:48][CH2:49][CH2:50][CH2:51][CH2:52][CH2:53][O:54][C:55]1[CH:63]=[CH:62][C:58]([C:59](O)=[O:60])=[CH:57][CH:56]=1)(=[O:46])[CH:44]=[CH2:45]. Product: [C:16]([O:20][CH2:21][CH2:22][CH2:23][CH2:24][CH2:25][CH2:26][O:27][C:28]1[CH:29]=[CH:30][C:31]([CH2:34][CH2:35][C:36]2[CH:41]=[CH:40][C:39]([O:42][C:59](=[O:60])[C:58]3[CH:57]=[CH:56][C:55]([O:54][CH2:53][CH2:52][CH2:51][CH2:50][CH2:49][CH2:48][O:47][C:43](=[O:46])[CH:44]=[CH2:45])=[CH:63][CH:62]=3)=[CH:38][CH:37]=2)=[CH:32][CH:33]=1)(=[O:19])[CH:17]=[CH2:18]. The catalyst class is: 4. (8) The catalyst class is: 18. Reactant: [C:1]([O:5][C:6]([NH:8][C@H:9]([C:11]([OH:13])=O)[CH3:10])=[O:7])([CH3:4])([CH3:3])[CH3:2].Cl.C[N:16]([CH3:25])CCCN=C=NCC.[OH2:26].ON1[C:32]2C=CC=[CH:36][C:31]=2[N:30]=N1.[CH:37]([N:40]([CH2:44][CH3:45])[CH:41]([CH3:43])C)([CH3:39])C.[Cl:46][C:47]1[CH:52]=[CH:51][C:50]([C:53]2[S:54][CH:55]=[C:56]([CH2:58][S:59][C:60]3[C:65]([C:66]#[N:67])=[C:64]([C:68]4[CH:82]=[CH:81][C:71]([O:72][CH2:73]CN[C@H](C(O)=O)C)=[CH:70][CH:69]=4)C(C#N)=C(N4CCCC4)[N:61]=3)[N:57]=2)=[CH:49][CH:48]=1.FC(F)(F)[C:92](O)=[O:93]. Product: [C:1]([O:5][C:6]([NH:8][C@H:9]([C:11]([NH:30][C@H:31]([C:32]([O:93][CH2:92][CH2:73][O:72][C:71]1[CH:70]=[CH:69][C:68]([C:64]2[C:45]([C:25]#[N:16])=[C:44]([N:40]3[CH2:37][CH2:39][CH2:43][CH2:41]3)[N:61]=[C:60]([S:59][CH2:58][C:56]3[N:57]=[C:53]([C:50]4[CH:49]=[CH:48][C:47]([Cl:46])=[CH:52][CH:51]=4)[S:54][CH:55]=3)[C:65]=2[C:66]#[N:67])=[CH:82][CH:81]=1)=[O:26])[CH3:36])=[O:13])[CH3:10])=[O:7])([CH3:2])([CH3:3])[CH3:4]. (9) Reactant: [CH2:1]([O:8][C:9]1[CH:10]=[C:11]([CH:14]=[CH:15][C:16]=1[O:17][CH2:18][C:19]1[CH:24]=[CH:23][C:22]([C:25]([F:28])([F:27])[F:26])=[CH:21][C:20]=1[C:29]([F:32])([F:31])[F:30])[CH:12]=O)[C:2]1[CH:7]=[CH:6][CH:5]=[CH:4][CH:3]=1.[CH3:33][NH:34][C:35]1[CH2:39][S:38][C:37](=[O:40])[N:36]=1.CC(C)([O-])C.[K+]. Product: [CH2:1]([O:8][C:9]1[CH:10]=[C:11](/[CH:12]=[C:39]2/[C:35]([NH:34][CH3:33])=[N:36][C:37](=[O:40])[S:38]/2)[CH:14]=[CH:15][C:16]=1[O:17][CH2:18][C:19]1[CH:24]=[CH:23][C:22]([C:25]([F:26])([F:27])[F:28])=[CH:21][C:20]=1[C:29]([F:30])([F:32])[F:31])[C:2]1[CH:3]=[CH:4][CH:5]=[CH:6][CH:7]=1. The catalyst class is: 8. (10) Reactant: [CH3:1][O:2][C:3](=[O:34])[C@H:4]([CH2:17][C:18]1[CH:23]=[CH:22][C:21]([C:24]2[C:29]([O:30][CH3:31])=[CH:28][CH:27]=[CH:26][C:25]=2[O:32][CH3:33])=[CH:20][CH:19]=1)[NH:5][C:6](=[O:16])[C:7]1[C:12]([Cl:13])=[CH:11][C:10](Br)=[CH:9][C:8]=1[Cl:15].[CH3:35][Si:36]([CH3:50])([CH3:49])[CH2:37][CH2:38][O:39][CH2:40][N:41]1[C:45](B(O)O)=[CH:44][CH:43]=[N:42]1. Product: [CH3:1][O:2][C:3](=[O:34])[C@H:4]([CH2:17][C:18]1[CH:23]=[CH:22][C:21]([C:24]2[C:29]([O:30][CH3:31])=[CH:28][CH:27]=[CH:26][C:25]=2[O:32][CH3:33])=[CH:20][CH:19]=1)[NH:5][C:6](=[O:16])[C:7]1[C:12]([Cl:13])=[CH:11][C:10]([C:45]2[N:41]([CH2:40][O:39][CH2:38][CH2:37][Si:36]([CH3:50])([CH3:49])[CH3:35])[N:42]=[CH:43][CH:44]=2)=[CH:9][C:8]=1[Cl:15]. The catalyst class is: 1.